From a dataset of Full USPTO retrosynthesis dataset with 1.9M reactions from patents (1976-2016). Predict the reactants needed to synthesize the given product. (1) Given the product [CH3:1][O:2][C:3](=[O:13])[CH2:4][C:5]1[CH:10]=[CH:9][C:8]([F:11])=[C:7]([B:14]2[O:18][C:17]([CH3:20])([CH3:19])[C:16]([CH3:22])([CH3:21])[O:15]2)[CH:6]=1, predict the reactants needed to synthesize it. The reactants are: [CH3:1][O:2][C:3](=[O:13])[CH2:4][C:5]1[CH:10]=[CH:9][C:8]([F:11])=[C:7](Br)[CH:6]=1.[B:14]1([B:14]2[O:18][C:17]([CH3:20])([CH3:19])[C:16]([CH3:22])([CH3:21])[O:15]2)[O:18][C:17]([CH3:20])([CH3:19])[C:16]([CH3:22])([CH3:21])[O:15]1. (2) Given the product [Cl:1][C:2]1[C:3]([O:12][CH2:14][CH2:15][CH2:16][CH2:17][CH:18]([N:25]2[CH:29]=[N:28][CH:27]=[N:26]2)[C:19](=[O:24])[C:20]([CH3:21])([CH3:23])[CH3:22])=[N:4][CH:5]=[C:6]([C:8]([F:11])([F:9])[F:10])[CH:7]=1, predict the reactants needed to synthesize it. The reactants are: [Cl:1][C:2]1[C:3]([OH:12])=[N:4][CH:5]=[C:6]([C:8]([F:11])([F:10])[F:9])[CH:7]=1.Cl[CH2:14][CH2:15][CH2:16][CH2:17][CH:18]([N:25]1[CH:29]=[N:28][CH:27]=[N:26]1)[C:19](=[O:24])[C:20]([CH3:23])([CH3:22])[CH3:21].C(=O)([O-])[O-].[K+].[K+].[I-].[K+]. (3) Given the product [C:27]([C:5](=[CH:6][C:7]1[CH:8]=[CH:9][C:10]([O:13][CH2:14][CH2:15][C:16]2[CH:21]=[CH:20][C:19]([O:22][S:23]([CH3:26])(=[O:25])=[O:24])=[CH:18][CH:17]=2)=[CH:11][CH:12]=1)[C:4]([OH:29])=[O:3])#[N:28].[C:27]([C:5](=[CH:6][C:7]1[CH:12]=[CH:11][C:10]([O:13][CH2:14][CH2:15][C:16]2[CH:21]=[CH:20][C:19]([OH:22])=[CH:18][CH:17]=2)=[CH:9][CH:8]=1)[C:4]([OH:29])=[O:3])#[N:28], predict the reactants needed to synthesize it. The reactants are: C([O:3][C:4](=[O:29])[C:5]([C:27]#[N:28])=[CH:6][C:7]1[CH:12]=[CH:11][C:10]([O:13][CH2:14][CH2:15][C:16]2[CH:21]=[CH:20][C:19]([O:22][S:23]([CH3:26])(=[O:25])=[O:24])=[CH:18][CH:17]=2)=[CH:9][CH:8]=1)C.[OH-].[Li+].CO. (4) Given the product [F:5][C:6]1[CH:7]=[C:8]2[C:12](=[CH:13][CH:14]=1)[NH:11][CH2:10][CH:9]2[CH2:15][C:16]([O:18][CH3:19])=[O:17], predict the reactants needed to synthesize it. The reactants are: C([BH3-])#N.[Na+].[F:5][C:6]1[CH:7]=[C:8]2[C:12](=[CH:13][CH:14]=1)[NH:11][CH:10]=[C:9]2[CH2:15][C:16]([O:18][CH3:19])=[O:17]. (5) Given the product [CH:1]1([NH:4][S:24]([C:16]2[CH:17]=[C:18]([N+:21]([O-:23])=[O:22])[CH:19]=[CH:20][C:15]=2[F:14])(=[O:26])=[O:25])[CH2:3][CH2:2]1, predict the reactants needed to synthesize it. The reactants are: [CH:1]1([NH2:4])[CH2:3][CH2:2]1.C(N(CC)C(C)C)(C)C.[F:14][C:15]1[CH:20]=[CH:19][C:18]([N+:21]([O-:23])=[O:22])=[CH:17][C:16]=1[S:24](Cl)(=[O:26])=[O:25]. (6) Given the product [CH3:1][O:2][C:3](=[O:15])[CH2:4][C@H:5]1[C:9]2[CH:10]=[CH:11][C:12]([O:14][C@H:21]3[C:22]4[C:18](=[C:17]([Br:16])[C:25]([C:26]([F:27])([F:28])[F:29])=[CH:24][CH:23]=4)[CH2:19][CH2:20]3)=[CH:13][C:8]=2[O:7][CH2:6]1, predict the reactants needed to synthesize it. The reactants are: [CH3:1][O:2][C:3](=[O:15])[CH2:4][C@H:5]1[C:9]2[CH:10]=[CH:11][C:12]([OH:14])=[CH:13][C:8]=2[O:7][CH2:6]1.[Br:16][C:17]1[C:25]([C:26]([F:29])([F:28])[F:27])=[CH:24][CH:23]=[C:22]2[C:18]=1[CH2:19][CH2:20][C@@H:21]2O. (7) Given the product [Cl:52][C:47]1[CH:46]=[C:45]([CH:50]=[CH:49][C:48]=1[Cl:51])[CH2:44][O:43][C:40]1[CH:41]=[CH:42][C:37]([C@@H:35]2[CH2:34][O:33][C:29]3=[CH:30][C:31]4[CH2:32][C@@H:23]([C:21]([NH:20][C@@H:4]([CH2:5][C:6]5[CH:7]=[CH:8][C:9]([C:12]6[CH:17]=[CH:16][N:15]=[C:14]([CH3:18])[C:13]=6[CH3:19])=[CH:10][CH:11]=5)[C:3]([OH:2])=[O:53])=[O:22])[N:24]([C:64]([C:62]5[N:63]=[C:59]([CH3:58])[O:60][C:61]=5[CH3:67])=[O:65])[CH2:25][C:26]=4[CH:27]=[C:28]3[O:36]2)=[CH:38][CH:39]=1, predict the reactants needed to synthesize it. The reactants are: C[O:2][C:3](=[O:53])[C@@H:4]([NH:20][C:21]([C@@H:23]1[CH2:32][C:31]2[CH:30]=[C:29]3[O:33][CH2:34][C@@H:35]([C:37]4[CH:42]=[CH:41][C:40]([O:43][CH2:44][C:45]5[CH:50]=[CH:49][C:48]([Cl:51])=[C:47]([Cl:52])[CH:46]=5)=[CH:39][CH:38]=4)[O:36][C:28]3=[CH:27][C:26]=2[CH2:25][NH:24]1)=[O:22])[CH2:5][C:6]1[CH:11]=[CH:10][C:9]([C:12]2[CH:17]=[CH:16][N:15]=[C:14]([CH3:18])[C:13]=2[CH3:19])=[CH:8][CH:7]=1.C(Cl)CCl.[CH3:58][C:59]1[O:60][C:61]([CH3:67])=[C:62]([C:64](O)=[O:65])[N:63]=1.